This data is from Catalyst prediction with 721,799 reactions and 888 catalyst types from USPTO. The task is: Predict which catalyst facilitates the given reaction. (1) Reactant: Br[C:2]1[CH:7]=[CH:6][C:5]([O:8][CH:9]([F:11])[F:10])=[C:4]([CH3:12])[CH:3]=1.[C:13]([Si:15]([CH3:18])([CH3:17])[CH3:16])#[CH:14].C(N(CC)CC)C.N#N. Product: [F:10][CH:9]([F:11])[O:8][C:5]1[CH:6]=[CH:7][C:2]([C:14]#[C:13][Si:15]([CH3:18])([CH3:17])[CH3:16])=[CH:3][C:4]=1[CH3:12]. The catalyst class is: 538. (2) Reactant: [F:1][C:2]1[CH:3]=[C:4]([CH:15]=[CH:16][CH:17]=1)[CH2:5][O:6][C:7]1[CH:14]=[CH:13][C:10]([CH:11]=O)=[CH:9][CH:8]=1.[C:18]([O:22][C:23]([N:25]1[CH2:30][CH2:29][NH:28][CH2:27][CH2:26]1)=[O:24])([CH3:21])([CH3:20])[CH3:19].[BH-](OC(C)=O)(OC(C)=O)OC(C)=O.[Na+].[OH-].[Na+]. Product: [F:1][C:2]1[CH:3]=[C:4]([CH:15]=[CH:16][CH:17]=1)[CH2:5][O:6][C:7]1[CH:14]=[CH:13][C:10]([CH2:11][N:28]2[CH2:27][CH2:26][N:25]([C:23]([O:22][C:18]([CH3:21])([CH3:20])[CH3:19])=[O:24])[CH2:30][CH2:29]2)=[CH:9][CH:8]=1. The catalyst class is: 559. (3) Reactant: [OH:1][C:2]1[C:7]([OH:8])=[CH:6][CH:5]=[CH:4][N:3]=1.[CH3:9][C:10]1[CH:16]=[CH:15][C:13]([NH2:14])=[CH:12][CH:11]=1. Product: [C:10]1([CH3:9])[CH:16]=[CH:15][C:13]([NH:14][C:5]2[C:4]([NH:14][C:13]3[CH:15]=[CH:16][C:10]([CH3:9])=[CH:11][CH:12]=3)=[N:3][C:2](=[O:1])[C:7](=[O:8])[CH:6]=2)=[CH:12][CH:11]=1. The catalyst class is: 283. (4) Reactant: [Cl:1][C:2]1[N:7]=[C:6](Cl)[CH:5]=[CH:4][N:3]=1.[CH3:9][C:10]([CH3:14])([CH3:13])[CH2:11][NH2:12].C([O-])([O-])=O.[K+].[K+].O. Product: [Cl:1][C:2]1[N:7]=[C:6]([NH:12][CH2:11][C:10]([CH3:14])([CH3:13])[CH3:9])[CH:5]=[CH:4][N:3]=1. The catalyst class is: 1. (5) Reactant: [N:1]1[CH:6]=[CH:5][CH:4]=[CH:3][C:2]=1[C:7]1[NH:12][C:11](=[O:13])[CH:10]=[C:9]([C:14]([F:17])([F:16])[F:15])[N:8]=1.[I:18]N1C(=O)CCC1=O.C(OCC)(=O)C. Product: [I:18][C:10]1[C:11](=[O:13])[NH:12][C:7]([C:2]2[CH:3]=[CH:4][CH:5]=[CH:6][N:1]=2)=[N:8][C:9]=1[C:14]([F:16])([F:17])[F:15]. The catalyst class is: 3. (6) Reactant: [CH:1]1([N:4]([CH2:39][C:40]2[CH:45]=[C:44]([CH2:46][CH2:47][CH2:48][O:49][CH3:50])[CH:43]=[C:42]([O:51][CH2:52][C@@H:53]3[CH2:55][C@H:54]3[C:56]([O:58][CH2:59][CH3:60])=[O:57])[CH:41]=2)[C:5]([C@@H:7]2[C@@H:12]([C:13]3[CH:18]=[CH:17][C:16]([O:19][CH2:20][CH2:21][O:22][C:23]4[C:28]([Cl:29])=[CH:27][C:26]([CH3:30])=[CH:25][C:24]=4[Cl:31])=[CH:15][CH:14]=3)[CH2:11][CH2:10][N:9](C(OC(C)(C)C)=O)[CH2:8]2)=[O:6])[CH2:3][CH2:2]1.Cl.O1CCOCC1. Product: [CH:1]1([N:4]([CH2:39][C:40]2[CH:41]=[C:42]([CH:43]=[C:44]([CH2:46][CH2:47][CH2:48][O:49][CH3:50])[CH:45]=2)[O:51][CH2:52][C@@H:53]2[CH2:55][C@H:54]2[C:56]([O:58][CH2:59][CH3:60])=[O:57])[C:5]([C@@H:7]2[C@@H:12]([C:13]3[CH:14]=[CH:15][C:16]([O:19][CH2:20][CH2:21][O:22][C:23]4[C:28]([Cl:29])=[CH:27][C:26]([CH3:30])=[CH:25][C:24]=4[Cl:31])=[CH:17][CH:18]=3)[CH2:11][CH2:10][NH:9][CH2:8]2)=[O:6])[CH2:3][CH2:2]1. The catalyst class is: 2.